From a dataset of Full USPTO retrosynthesis dataset with 1.9M reactions from patents (1976-2016). Predict the reactants needed to synthesize the given product. (1) Given the product [CH2:10]([O:14][CH2:15][CH2:16][O-:17])[CH2:11][CH2:12][CH3:13].[CH2:10]([O:14][CH2:15][CH2:16][O-:17])[CH2:11][CH2:12][CH3:13].[Mg+2:36], predict the reactants needed to synthesize it. The reactants are: C(C(CCCC)CO)C.[CH2:10]([O:14][CH2:15][CH2:16][OH:17])[CH2:11][CH2:12][CH3:13].C(C(CCCC)C[O-])C.C(C(CCCC)C[O-])C.[Mg+2:36]. (2) Given the product [C:37]([O:36][C:33]1[CH:32]=[CH:31][C:30]([CH2:29][O:17][C:13]2[CH:12]=[C:11]([C:10]3[N:9]=[C:8]([CH:18]4[CH2:21][CH2:20][CH2:19]4)[N:4]4[CH:5]=[CH:6][N:7]=[C:2]([NH2:1])[C:3]=34)[CH:16]=[CH:15][CH:14]=2)=[CH:35][CH:34]=1)([CH3:40])([CH3:38])[CH3:39], predict the reactants needed to synthesize it. The reactants are: [NH2:1][C:2]1[C:3]2[N:4]([C:8]([CH:18]3[CH2:21][CH2:20][CH2:19]3)=[N:9][C:10]=2[C:11]2[CH:12]=[C:13]([OH:17])[CH:14]=[CH:15][CH:16]=2)[CH:5]=[CH:6][N:7]=1.C([O-])([O-])=O.[Cs+].[Cs+].Br[CH2:29][C:30]1[CH:35]=[CH:34][C:33]([O:36][C:37]([CH3:40])([CH3:39])[CH3:38])=[CH:32][CH:31]=1. (3) Given the product [O:3]=[C:4]([CH3:9])[CH2:5][C:6]([O:7][C@H:2]([CH3:10])[C:1]([O:3][CH:2]([CH3:10])[CH3:1])=[O:11])=[O:8], predict the reactants needed to synthesize it. The reactants are: [CH3:1][C:2]1([CH3:10])[O:7][C:6](=[O:8])[CH:5]=[C:4]([CH3:9])[O:3]1.[OH2:11]. (4) Given the product [F:1][C:2]1[CH:7]=[C:6]([I:8])[CH:5]=[CH:4][C:3]=1[NH:9][C:10]1[N:15]([CH3:16])[C:14](=[O:17])[C:13]2[C:18]([CH3:21])=[CH:19][O:20][C:12]=2[C:11]=1[C:22]([OH:24])=[O:23], predict the reactants needed to synthesize it. The reactants are: [F:1][C:2]1[CH:7]=[C:6]([I:8])[CH:5]=[CH:4][C:3]=1[NH:9][C:10]1[N:15]([CH3:16])[C:14](=[O:17])[C:13]2[C:18]([CH3:21])=[CH:19][O:20][C:12]=2[C:11]=1[C:22]([O:24]CC)=[O:23].C([O-])([O-])=O.[K+].[K+].O. (5) Given the product [F:40][C:2]1([F:1])[CH2:7][CH2:6][CH:5]([NH:8][C:9]([C:11]2[C:15]([CH2:16][OH:17])=[C:14]([C:18]3[CH:19]=[CH:20][C:21]([OH:24])=[CH:22][CH:23]=3)[N:13]([C:32]3[CH:37]=[CH:36][C:35]([Cl:38])=[CH:34][C:33]=3[Cl:39])[N:12]=2)=[O:10])[CH2:4][CH2:3]1, predict the reactants needed to synthesize it. The reactants are: [F:1][C:2]1([F:40])[CH2:7][CH2:6][CH:5]([NH:8][C:9]([C:11]2[C:15]([CH2:16][OH:17])=[C:14]([C:18]3[CH:23]=[CH:22][C:21]([O:24][Si](C(C)(C)C)(C)C)=[CH:20][CH:19]=3)[N:13]([C:32]3[CH:37]=[CH:36][C:35]([Cl:38])=[CH:34][C:33]=3[Cl:39])[N:12]=2)=[O:10])[CH2:4][CH2:3]1. (6) Given the product [NH:7]1[C:6]2[CH:17]=[CH:18][C:3]([C:22]3[N:27]=[C:26]4[N:28]([CH2:32][CH:33]5[CH2:38][CH2:37][O:36][CH2:35][CH2:34]5)[C:29](=[O:31])[NH:30][C:25]4=[N:24][CH:23]=3)=[CH:4][C:5]=2[N:9]=[CH:8]1, predict the reactants needed to synthesize it. The reactants are: C[Sn](C)(C)[C:3]1[CH:18]=[CH:17][C:6]2[NH:7][C:8](C(OC(C)(C)C)=O)=[N:9][C:5]=2[CH:4]=1.Br[C:22]1[N:27]=[C:26]2[N:28]([CH2:32][CH:33]3[CH2:38][CH2:37][O:36][CH2:35][CH2:34]3)[C:29](=[O:31])[NH:30][C:25]2=[N:24][CH:23]=1. (7) Given the product [F:26][C:25]([F:27])([F:28])[O:24][C:20]1[CH:19]=[C:18]([C:9]2[CH:10]=[CH:11][C:12]([NH2:15])=[N:13][CH:14]=2)[CH:23]=[CH:22][CH:21]=1, predict the reactants needed to synthesize it. The reactants are: CC1(C)C(C)(C)OB([C:9]2[CH:10]=[CH:11][C:12]([NH2:15])=[N:13][CH:14]=2)O1.Br[C:18]1[CH:23]=[CH:22][CH:21]=[C:20]([O:24][C:25]([F:28])([F:27])[F:26])[CH:19]=1.C([O-])(=O)C.[K+].